Dataset: Reaction yield outcomes from USPTO patents with 853,638 reactions. Task: Predict the reaction yield, written as a fraction of the theoretical maximum amount of product (1.0 means a 100% yield; for example, 0.34 means a 34% yield). (1) The reactants are [H-].[Na+].[CH2:3]([S:5]([NH2:8])(=[O:7])=[O:6])[CH3:4].[CH3:9][C:10]1([CH3:35])[CH2:19][C:18]2[C:13](=[CH:14][CH:15]=[C:16]([C:20](O)=[O:21])[CH:17]=2)[NH:12][CH:11]1[C:23]1[CH:28]=[CH:27][CH:26]=[C:25]([N:29]2[CH2:34][CH2:33][O:32][CH2:31][CH2:30]2)[CH:24]=1.C(N1C=CN=C1)(N1C=CN=C1)=O. The catalyst is CN(C)C=O. The product is [CH3:9][C:10]1([CH3:35])[CH2:19][C:18]2[C:13](=[CH:14][CH:15]=[C:16]([C:20]([NH:8][S:5]([CH2:3][CH3:4])(=[O:7])=[O:6])=[O:21])[CH:17]=2)[NH:12][CH:11]1[C:23]1[CH:28]=[CH:27][CH:26]=[C:25]([N:29]2[CH2:34][CH2:33][O:32][CH2:31][CH2:30]2)[CH:24]=1. The yield is 0.400. (2) The reactants are [NH2:1][C:2](=[S:14])[CH2:3][N:4]1[CH:8]=[C:7]([C:9]([O:11][CH2:12][CH3:13])=[O:10])[CH:6]=[N:5]1.Br[CH2:16][C:17]([C:19]1[CH:24]=[CH:23][C:22]([Cl:25])=[C:21]([Cl:26])[CH:20]=1)=O. No catalyst specified. The product is [Cl:26][C:21]1[CH:20]=[C:19]([C:17]2[N:1]=[C:2]([CH2:3][N:4]3[CH:8]=[C:7]([C:9]([O:11][CH2:12][CH3:13])=[O:10])[CH:6]=[N:5]3)[S:14][CH:16]=2)[CH:24]=[CH:23][C:22]=1[Cl:25]. The yield is 0.760. (3) The reactants are [C:1]1([CH:7]([C:9]2[CH:17]=[CH:16][C:12]([C:13]([OH:15])=O)=[CH:11][CH:10]=2)[CH3:8])[CH:6]=[CH:5][CH:4]=[CH:3][CH:2]=1.F[P-](F)(F)(F)(F)F.N1(OC(N(C)C)=[N+](C)C)C2N=CC=CC=2N=N1.C(N(CC)CC)C.[NH2:49][CH2:50][C:51]1[C:52]([OH:59])=[N:53][C:54]([CH3:58])=[CH:55][C:56]=1[CH3:57]. The catalyst is ClCCl.O. The product is [OH:59][C:52]1[C:51]([CH2:50][NH:49][C:13](=[O:15])[C:12]2[CH:11]=[CH:10][C:9]([CH:7]([C:1]3[CH:2]=[CH:3][CH:4]=[CH:5][CH:6]=3)[CH3:8])=[CH:17][CH:16]=2)=[C:56]([CH3:57])[CH:55]=[C:54]([CH3:58])[N:53]=1. The yield is 0.420. (4) The reactants are [NH2:1][C:2]1[C:11]2[C:6](=[C:7](Br)[CH:8]=[CH:9][CH:10]=2)[N:5]=[N:4][C:3]=1[C:13]([NH:15][CH2:16][CH2:17][CH3:18])=[O:14].[CH3:19][O:20][C:21]1[N:26]=[CH:25][C:24](B(O)O)=[CH:23][CH:22]=1. No catalyst specified. The product is [NH2:1][C:2]1[C:11]2[C:6](=[C:7]([C:24]3[CH:25]=[N:26][C:21]([O:20][CH3:19])=[CH:22][CH:23]=3)[CH:8]=[CH:9][CH:10]=2)[N:5]=[N:4][C:3]=1[C:13]([NH:15][CH2:16][CH2:17][CH3:18])=[O:14]. The yield is 0.720. (5) The reactants are [CH3:1][C:2]1([CH3:32])[CH2:7][C:6](=[O:8])[CH2:5][C:4]([CH3:10])([CH3:9])[P:3]1[C:11]1[CH:16]=[CH:15][CH:14]=[CH:13][C:12]=1[C:17]1[C:22]([CH:23]([CH3:25])[CH3:24])=[CH:21][C:20]([CH:26]([CH3:28])[CH3:27])=[CH:19][C:18]=1[CH:29]([CH3:31])[CH3:30].[CH2:33](O)[CH2:34][CH2:35][OH:36].O.C1(C)C=CC(S(O)(=O)=O)=CC=1. The catalyst is C1(C)C=CC=CC=1. The product is [CH3:32][C:2]1([CH3:1])[P:3]([C:11]2[CH:16]=[CH:15][CH:14]=[CH:13][C:12]=2[C:17]2[C:22]([CH:23]([CH3:24])[CH3:25])=[CH:21][C:20]([CH:26]([CH3:28])[CH3:27])=[CH:19][C:18]=2[CH:29]([CH3:31])[CH3:30])[C:4]([CH3:9])([CH3:10])[CH2:5][C:6]2([O:36][CH2:35][CH2:34][CH2:33][O:8]2)[CH2:7]1. The yield is 0.660. (6) The reactants are [Li+].[BH4-].[Br:3][C:4]1[C:13]([F:14])=[CH:12][C:11]([N:15]([C:20]2[C:39]([CH:40]3[CH2:42][CH2:41]3)=[CH:38][C:23]3[C:24]([C:34](=[O:37])[NH:35][CH3:36])=[C:25]([C:27]4[CH:32]=[CH:31][C:30]([F:33])=[CH:29][CH:28]=4)[O:26][C:22]=3[CH:21]=2)[S:16]([CH3:19])(=[O:18])=[O:17])=[CH:10][C:5]=1[C:6](OC)=[O:7].C(O)(=O)CC(CC(O)=O)(C(O)=O)O. The catalyst is C1COCC1.CO. The product is [Br:3][C:4]1[C:5]([CH2:6][OH:7])=[CH:10][C:11]([N:15]([C:20]2[C:39]([CH:40]3[CH2:42][CH2:41]3)=[CH:38][C:23]3[C:24]([C:34]([NH:35][CH3:36])=[O:37])=[C:25]([C:27]4[CH:28]=[CH:29][C:30]([F:33])=[CH:31][CH:32]=4)[O:26][C:22]=3[CH:21]=2)[S:16]([CH3:19])(=[O:18])=[O:17])=[CH:12][C:13]=1[F:14]. The yield is 0.970. (7) The reactants are [C:1]1([N:7]2[C:12](=[O:13])[C:11]3[S:14][CH:15]=[C:16]([C:17]4[CH:22]=[CH:21][CH:20]=[CH:19][CH:18]=4)[C:10]=3[N:9]=[CH:8]2)[CH:6]=[CH:5][CH:4]=[CH:3][CH:2]=1.N[C:24]1[C:28](C2C=CC=CC=2)=CS[C:25]=1C(OC)=O.C(OCC)(OCC)OCC.C(C1CCC(N)CC1)CC. The catalyst is C(O)(=O)C. The product is [C:17]1([C:16]2[C:10]3[N:9]=[CH:8][N:7]([CH:1]4[CH2:6][CH2:5][CH:4]([CH2:25][CH2:24][CH3:28])[CH2:3][CH2:2]4)[C:12](=[O:13])[C:11]=3[S:14][CH:15]=2)[CH:18]=[CH:19][CH:20]=[CH:21][CH:22]=1. The yield is 0.697. (8) The reactants are CN(CC1N(C[C@H]2CCCNC2)C2C=CC=CC=2N=1)[C@@H]1C2N=CC=CC=2CCC1.[CH3:30][N:31]([CH2:42][C:43]1[N:47]([CH2:48][C@@H:49]2[CH2:54][CH2:53][CH2:52][N:51]([CH:55]([CH3:57])[CH3:56])[CH2:50]2)[C:46]2[CH:58]=[CH:59][CH:60]=[CH:61][C:45]=2[N:44]=1)[C@H:32]1[C:41]2[N:40]=[CH:39][CH:38]=[CH:37][C:36]=2[CH2:35][CH2:34][CH2:33]1. No catalyst specified. The product is [CH3:30][N:31]([CH2:42][C:43]1[N:47]([CH2:48][C@H:49]2[CH2:54][CH2:53][CH2:52][N:51]([CH:55]([CH3:57])[CH3:56])[CH2:50]2)[C:46]2[CH:58]=[CH:59][CH:60]=[CH:61][C:45]=2[N:44]=1)[C@@H:32]1[C:41]2[N:40]=[CH:39][CH:38]=[CH:37][C:36]=2[CH2:35][CH2:34][CH2:33]1. The yield is 0.800.